This data is from Full USPTO retrosynthesis dataset with 1.9M reactions from patents (1976-2016). The task is: Predict the reactants needed to synthesize the given product. The reactants are: [NH2:1][C:2]1[N:7]=[C:6](S(C)=O)[C:5]([C:11]#[N:12])=[C:4]([C:13]2[CH:14]=[N:15][CH:16]=[CH:17][CH:18]=2)[N:3]=1.[CH3:19][C:20]1[CH:21]=[C:22]([CH:25]=[CH:26][C:27]=1[CH3:28])[CH2:23][NH2:24]. Given the product [NH2:1][C:2]1[N:7]=[C:6]([NH:24][CH2:23][C:22]2[CH:25]=[CH:26][C:27]([CH3:28])=[C:20]([CH3:19])[CH:21]=2)[C:5]([C:11]#[N:12])=[C:4]([C:13]2[CH:14]=[N:15][CH:16]=[CH:17][CH:18]=2)[N:3]=1, predict the reactants needed to synthesize it.